From a dataset of Reaction yield outcomes from USPTO patents with 853,638 reactions. Predict the reaction yield, written as a fraction of the theoretical maximum amount of product (1.0 means a 100% yield; for example, 0.34 means a 34% yield). (1) The yield is 0.930. The reactants are [C:1]([O:5][C:6]([NH:8][C@@H:9]([CH2:13][NH:14][C:15]1[CH:20]=[C:19]([CH3:21])[CH:18]=[C:17]([CH3:22])[C:16]=1[N+:23]([O-])=O)[C:10]([OH:12])=O)=[O:7])([CH3:4])([CH3:3])[CH3:2].C[O:27][C:28](=[O:50])[CH2:29]N1C2C=CC=CC=2NC[C@H](NC(OC(C)(C)C)=O)C1=O.F[C:52]1[CH:57]=[C:56](C)[CH:55]=[C:54]([CH3:59])[C:53]=1[N+]([O-])=O. No catalyst specified. The product is [CH2:59]([O:50][C:28](=[O:27])[CH2:29][N:23]1[C:16]2[C:17]([CH3:22])=[CH:18][C:19]([CH3:21])=[CH:20][C:15]=2[NH:14][CH2:13][C@H:9]([NH:8][C:6]([O:5][C:1]([CH3:2])([CH3:3])[CH3:4])=[O:7])[C:10]1=[O:12])[C:54]1[CH:53]=[CH:52][CH:57]=[CH:56][CH:55]=1. (2) The reactants are C([O:8][C:9]1[CH:10]=[C:11]([CH2:15][CH:16]([NH:27][C:28]([NH:30][CH2:31][C:32]2[CH:37]=[CH:36][C:35]([NH:38][C:39]([O:41][C:42]([CH3:45])([CH3:44])[CH3:43])=[O:40])=[CH:34][CH:33]=2)=[O:29])[C:17]([O:19]CC2C=CC=CC=2)=[O:18])[CH:12]=[CH:13][CH:14]=1)C1C=CC=CC=1. The catalyst is CO.[Pd]. The product is [C:42]([O:41][C:39]([NH:38][C:35]1[CH:34]=[CH:33][C:32]([CH2:31][NH:30][C:28](=[O:29])[NH:27][CH:16]([CH2:15][C:11]2[CH:12]=[CH:13][CH:14]=[C:9]([OH:8])[CH:10]=2)[C:17]([OH:19])=[O:18])=[CH:37][CH:36]=1)=[O:40])([CH3:45])([CH3:43])[CH3:44]. The yield is 0.970. (3) The reactants are [C:1](/[N:3]=[C:4](\[S:14][CH3:15])/[NH:5][C:6]1[CH:11]=[C:10]([Cl:12])[CH:9]=[C:8]([Cl:13])[CH:7]=1)#[N:2].[H-].[Na+].[CH3:18]I. The catalyst is CN(C=O)C.CCOC(C)=O. The product is [C:1](/[N:3]=[C:4](\[S:14][CH3:15])/[N:5]([C:6]1[CH:7]=[C:8]([Cl:13])[CH:9]=[C:10]([Cl:12])[CH:11]=1)[CH3:18])#[N:2]. The yield is 0.350.